Predict the reaction yield, written as a fraction of the theoretical maximum amount of product (1.0 means a 100% yield; for example, 0.34 means a 34% yield). From a dataset of Reaction yield outcomes from USPTO patents with 853,638 reactions. (1) The reactants are [F:1][CH:2]([F:14])[O:3][C:4]1[N:9]=[C:8]2[S:10][C:11]([NH2:13])=[N:12][C:7]2=[CH:6][CH:5]=1.[N:15]1([C:20](N2C=CN=C2)=[S:21])[CH:19]=[CH:18][N:17]=[CH:16]1. The catalyst is C(#N)C. The product is [F:14][CH:2]([F:1])[O:3][C:4]1[N:9]=[C:8]2[S:10][C:11]([NH:13][C:20]([N:15]3[CH:19]=[CH:18][N:17]=[CH:16]3)=[S:21])=[N:12][C:7]2=[CH:6][CH:5]=1. The yield is 0.510. (2) The reactants are Cl[C:2]1[N:3]=[C:4]([N:11]2[CH2:16][CH2:15][O:14][CH2:13][CH2:12]2)[C:5]2[S:10][CH:9]=[CH:8][C:6]=2[N:7]=1.[CH3:17][C:18]1[NH:19][C:20]2[CH:26]=[CH:25][CH:24]=[CH:23][C:21]=2[N:22]=1. The catalyst is O. The product is [CH3:17][C:18]1[N:22]([C:2]2[N:3]=[C:4]([N:11]3[CH2:16][CH2:15][O:14][CH2:13][CH2:12]3)[C:5]3[S:10][CH:9]=[CH:8][C:6]=3[N:7]=2)[C:21]2[CH:23]=[CH:24][CH:25]=[CH:26][C:20]=2[N:19]=1. The yield is 0.280. (3) The reactants are [N:1]1([C:7]2[C:8]3[S:28][C:27]([CH2:29][N:30]4[CH2:35][CH2:34][N:33]([C:36]([CH3:41])([CH3:40])[C:37]([NH2:39])=[O:38])[CH2:32][CH2:31]4)=[CH:26][C:9]=3[N:10]=[C:11]([Sn](CCCC)(CCCC)CCCC)[N:12]=2)[CH2:6][CH2:5][O:4][CH2:3][CH2:2]1.C(OC([N:49]1[C:53]2=[N:54][CH:55]=[CH:56][C:57](Br)=[C:52]2[CH:51]=[CH:50]1)=O)(C)(C)C. The catalyst is C1(C)C=CC=CC=1.[Cu]I. The product is [CH3:40][C:36]([N:33]1[CH2:34][CH2:35][N:30]([CH2:29][C:27]2[S:28][C:8]3[C:7]([N:1]4[CH2:2][CH2:3][O:4][CH2:5][CH2:6]4)=[N:12][C:11]([C:57]4[CH:56]=[CH:55][N:54]=[C:53]5[NH:49][CH:50]=[CH:51][C:52]=45)=[N:10][C:9]=3[CH:26]=2)[CH2:31][CH2:32]1)([CH3:41])[C:37]([NH2:39])=[O:38]. The yield is 0.200.